This data is from Reaction yield outcomes from USPTO patents with 853,638 reactions. The task is: Predict the reaction yield, written as a fraction of the theoretical maximum amount of product (1.0 means a 100% yield; for example, 0.34 means a 34% yield). (1) The reactants are [H-].[H-].[H-].[H-].[Li+].[Al+3].CON(C)[C:10]([C@H:12]1[CH2:17][CH2:16][CH2:15][CH2:14][N:13]1[C:18]([O:20][C:21]([CH3:24])([CH3:23])[CH3:22])=[O:19])=[O:11]. The catalyst is CCOCC. The product is [CH:10]([C@H:12]1[CH2:17][CH2:16][CH2:15][CH2:14][N:13]1[C:18]([O:20][C:21]([CH3:24])([CH3:23])[CH3:22])=[O:19])=[O:11]. The yield is 0.950. (2) The reactants are Cl[C:2]1[N:7]=[C:6]([N:8]2[C:12]3[CH:13]=[CH:14][CH:15]=[CH:16][C:11]=3[N:10]=[C:9]2[CH:17]([F:19])[F:18])[N:5]=[C:4]([N:20]2[CH2:25][CH2:24][O:23][CH2:22][CH2:21]2)[N:3]=1.[NH:26]1[CH2:31][CH2:30][NH:29][CH2:28][CH2:27]1.CC(C)=O. The catalyst is O. The product is [F:18][CH:17]([F:19])[C:9]1[N:8]([C:6]2[N:5]=[C:4]([N:20]3[CH2:25][CH2:24][O:23][CH2:22][CH2:21]3)[N:3]=[C:2]([N:26]3[CH2:31][CH2:30][NH:29][CH2:28][CH2:27]3)[N:7]=2)[C:12]2[CH:13]=[CH:14][CH:15]=[CH:16][C:11]=2[N:10]=1. The yield is 0.930. (3) The reactants are [ClH:1].O1CCOCC1.OC(C(F)(F)F)=O.[F:15][C:16]1[CH:44]=[CH:43][CH:42]=[CH:41][C:17]=1[C:18]([N:20]1[CH2:25][CH2:24][N:23](C(OC(C)(C)C)=O)[CH2:22][CH:21]1[CH2:33][O:34][C:35]1[CH:36]=[N:37][CH:38]=[CH:39][CH:40]=1)=[O:19]. The catalyst is CO. The product is [ClH:1].[ClH:1].[F:15][C:16]1[CH:44]=[CH:43][CH:42]=[CH:41][C:17]=1[C:18]([N:20]1[CH2:25][CH2:24][NH:23][CH2:22][CH:21]1[CH2:33][O:34][C:35]1[CH:36]=[N:37][CH:38]=[CH:39][CH:40]=1)=[O:19]. The yield is 0.860. (4) The reactants are [OH2:1].[NH2:2][NH2:3].[OH-].[Na+].[CH3:6][C:7]([O:10][CH3:11])([CH3:9])[CH3:8].[CH2:12]1[CH2:16]OC[CH2:13]1. No catalyst specified. The product is [CH3:6][C:7]1([O:10][C:11](=[O:1])[NH:2][NH2:3])[CH2:9][CH2:16][CH2:12][CH2:13][CH2:8]1. The yield is 0.980.